This data is from Forward reaction prediction with 1.9M reactions from USPTO patents (1976-2016). The task is: Predict the product of the given reaction. (1) The product is: [CH3:30][N:29]([CH3:31])[C:27]([C:26]1[CH:32]=[CH:33][C:23]([O:1][CH:2]2[CH2:3][CH2:4][N:5]([C:8]([O:10][C:11]([CH3:14])([CH3:13])[CH3:12])=[O:9])[CH2:6][CH2:7]2)=[N:24][CH:25]=1)=[O:28]. Given the reactants [OH:1][CH:2]1[CH2:7][CH2:6][N:5]([C:8]([O:10][C:11]([CH3:14])([CH3:13])[CH3:12])=[O:9])[CH2:4][CH2:3]1.CN(C)C=O.[H-].[Na+].Cl[C:23]1[CH:33]=[CH:32][C:26]([C:27]([N:29]([CH3:31])[CH3:30])=[O:28])=[CH:25][N:24]=1, predict the reaction product. (2) Given the reactants [F:1][C:2]1[C:3]([C:14]2[N:18]([CH3:19])[C:17]3[CH:20]=[CH:21][CH:22]=[CH:23][C:16]=3[N:15]=2)=[CH:4][C:5]([N:8]2[CH2:13][CH2:12][NH:11][CH2:10][CH2:9]2)=[N:6][CH:7]=1.CCN(CC)CC.[CH3:31][S:32](Cl)(=[O:34])=[O:33].CO, predict the reaction product. The product is: [F:1][C:2]1[C:3]([C:14]2[N:18]([CH3:19])[C:17]3[CH:20]=[CH:21][CH:22]=[CH:23][C:16]=3[N:15]=2)=[CH:4][C:5]([N:8]2[CH2:9][CH2:10][N:11]([S:32]([CH3:31])(=[O:34])=[O:33])[CH2:12][CH2:13]2)=[N:6][CH:7]=1. (3) Given the reactants [CH3:1][C:2]1[CH:7]=[CH:6][C:5]([S:8]([O:11][CH2:12][CH:13]2[CH2:17][C:16]3[CH:18]=[CH:19][CH:20]=[C:21](Br)[C:15]=3[O:14]2)(=[O:10])=[O:9])=[CH:4][CH:3]=1.[CH3:23][C:24]1[CH:25]=[C:26](B(O)O)[CH:27]=[CH:28][CH:29]=1.CC(C)([O-])C.[K+], predict the reaction product. The product is: [CH3:1][C:2]1[CH:7]=[CH:6][C:5]([S:8]([O:11][CH2:12][CH:13]2[CH2:17][C:16]3[CH:18]=[CH:19][CH:20]=[C:21]([C:29]4[CH:28]=[CH:27][CH:26]=[CH:25][C:24]=4[CH3:23])[C:15]=3[O:14]2)(=[O:10])=[O:9])=[CH:4][CH:3]=1.